This data is from Full USPTO retrosynthesis dataset with 1.9M reactions from patents (1976-2016). The task is: Predict the reactants needed to synthesize the given product. (1) Given the product [C:23]([C:20]1[CH:21]=[CH:22][C:17]([C:15]2[N:16]=[C:11]([C:8]3[CH:7]=[CH:6][C:5]([C:1]([CH3:2])([CH3:3])[CH3:4])=[CH:10][CH:9]=3)[N:12]=[C:13]([C:27]3[CH:32]=[CH:31][C:30]([O:33][CH2:44][C:45]([O:47][CH2:48][CH3:49])=[O:46])=[CH:29][C:28]=3[OH:34])[N:14]=2)=[CH:18][CH:19]=1)([CH3:26])([CH3:25])[CH3:24], predict the reactants needed to synthesize it. The reactants are: [C:1]([C:5]1[CH:10]=[CH:9][C:8]([C:11]2[N:16]=[C:15]([C:17]3[CH:22]=[CH:21][C:20]([C:23]([CH3:26])([CH3:25])[CH3:24])=[CH:19][CH:18]=3)[N:14]=[C:13]([C:27]3[CH:32]=[CH:31][C:30]([OH:33])=[CH:29][C:28]=3[OH:34])[N:12]=2)=[CH:7][CH:6]=1)([CH3:4])([CH3:3])[CH3:2].C(=O)([O-])[O-].[K+].[K+].[I-].[K+].Cl[CH2:44][C:45]([O:47][CH2:48][CH3:49])=[O:46]. (2) Given the product [CH2:27]([O:26][C:20]1[CH:21]=[CH:22][C:23]([Cl:25])=[CH:24][C:19]=1[C:14]1[C:15](=[O:18])[O:16][CH2:17][C:13]=1[C:9]1[CH:8]=[C:7]([CH:12]=[CH:11][CH:10]=1)[C:6]([OH:34])=[O:5])[C:28]1[CH:33]=[CH:32][CH:31]=[CH:30][CH:29]=1, predict the reactants needed to synthesize it. The reactants are: C([O:5][C:6](=[O:34])[C:7]1[CH:12]=[CH:11][CH:10]=[C:9]([C:13]2[CH2:17][O:16][C:15](=[O:18])[C:14]=2[C:19]2[CH:24]=[C:23]([Cl:25])[CH:22]=[CH:21][C:20]=2[O:26][CH2:27][C:28]2[CH:33]=[CH:32][CH:31]=[CH:30][CH:29]=2)[CH:8]=1)(C)(C)C.FC(F)(F)C(O)=O. (3) Given the product [F:8][C:4]1[CH:5]=[CH:6][CH:7]=[C:2]([F:1])[C:3]=1[C:9]1[CH:10]=[C:11]2[C:15](=[CH:16][CH:17]=1)[N:14]([S:18]([C:21]1[CH:27]=[CH:26][C:24]([CH3:25])=[CH:23][CH:22]=1)(=[O:19])=[O:20])[CH:13]=[C:12]2[C:38]1[CH:43]=[C:42]([O:44][CH3:45])[N:41]=[C:40]([NH:46][C@@H:47]2[CH2:52][CH2:51][CH2:50][N:49]([C:53]([O:55][C:56]([CH3:59])([CH3:58])[CH3:57])=[O:54])[CH2:48]2)[N:39]=1, predict the reactants needed to synthesize it. The reactants are: [F:1][C:2]1[CH:7]=[CH:6][CH:5]=[C:4]([F:8])[C:3]=1[C:9]1[CH:10]=[C:11]2[C:15](=[CH:16][CH:17]=1)[N:14]([S:18]([C:21]1[CH:27]=[CH:26][C:24]([CH3:25])=[CH:23][CH:22]=1)(=[O:20])=[O:19])[CH:13]=[C:12]2B1OC(C)(C)C(C)(C)O1.Cl[C:38]1[CH:43]=[C:42]([O:44][CH3:45])[N:41]=[C:40]([NH:46][C@@H:47]2[CH2:52][CH2:51][CH2:50][N:49]([C:53]([O:55][C:56]([CH3:59])([CH3:58])[CH3:57])=[O:54])[CH2:48]2)[N:39]=1.C([O-])([O-])=O.[Na+].[Na+]. (4) Given the product [ClH:28].[CH3:23][C:22]1[C:21]2[CH:24]=[CH:25][CH:26]=[CH:27][C:20]=2[O:19][C:18]=1[CH:16]1[CH2:15][NH:14][CH2:17]1, predict the reactants needed to synthesize it. The reactants are: C([N:14]1[CH2:17][CH:16]([C:18]2[O:19][C:20]3[CH:27]=[CH:26][CH:25]=[CH:24][C:21]=3[C:22]=2[CH3:23])[CH2:15]1)(C1C=CC=CC=1)C1C=CC=CC=1.[Cl:28]C(OC(Cl)C)=O.CCO. (5) Given the product [C:1]([C:3]1[CH:4]=[C:5]([C:13]2[S:17][C:16]([C:18]3[CH:26]=[CH:25][CH:24]=[C:23]4[C:19]=3[CH2:20][CH2:21][C@@H:22]4[NH:27][S:28]([CH2:31][CH2:32][N:33]3[CH2:37][CH2:36][C@@H:35]([OH:38])[CH2:34]3)(=[O:29])=[O:30])=[N:15][N:14]=2)[CH:6]=[CH:7][C:8]=1[O:9][CH:10]([CH3:12])[CH3:11])#[N:2], predict the reactants needed to synthesize it. The reactants are: [C:1]([C:3]1[CH:4]=[C:5]([C:13]2[S:17][C:16]([C:18]3[CH:26]=[CH:25][CH:24]=[C:23]4[C:19]=3[CH2:20][CH2:21][C@@H:22]4[NH:27][S:28]([CH:31]=[CH2:32])(=[O:30])=[O:29])=[N:15][N:14]=2)[CH:6]=[CH:7][C:8]=1[O:9][CH:10]([CH3:12])[CH3:11])#[N:2].[NH:33]1[CH2:37][CH2:36][C@@H:35]([OH:38])[CH2:34]1. (6) The reactants are: [Si]([O:18][C@@H:19]1[CH2:24][CH2:23][CH2:22][C@H:21]([CH2:25][CH2:26][C:27]([CH3:36])([CH3:35])[C:28]([O:30][C:31]([CH3:34])([CH3:33])[CH3:32])=[O:29])[CH2:20]1)(C(C)(C)C)(C1C=CC=CC=1)C1C=CC=CC=1.[F-].C([N+](CCCC)(CCCC)CCCC)CCC. Given the product [OH:18][C@@H:19]1[CH2:24][CH2:23][CH2:22][C@H:21]([CH2:25][CH2:26][C:27]([CH3:36])([CH3:35])[C:28]([O:30][C:31]([CH3:34])([CH3:33])[CH3:32])=[O:29])[CH2:20]1, predict the reactants needed to synthesize it.